Dataset: NCI-60 drug combinations with 297,098 pairs across 59 cell lines. Task: Regression. Given two drug SMILES strings and cell line genomic features, predict the synergy score measuring deviation from expected non-interaction effect. (1) Drug 1: C1=CC(=CC=C1C#N)C(C2=CC=C(C=C2)C#N)N3C=NC=N3. Drug 2: C1=CN(C(=O)N=C1N)C2C(C(C(O2)CO)O)O.Cl. Cell line: NCI-H226. Synergy scores: CSS=15.8, Synergy_ZIP=-6.64, Synergy_Bliss=-8.64, Synergy_Loewe=-9.74, Synergy_HSA=-7.00. (2) Drug 1: C1=C(C(=O)NC(=O)N1)F. Drug 2: C1CNP(=O)(OC1)N(CCCl)CCCl. Cell line: TK-10. Synergy scores: CSS=18.8, Synergy_ZIP=4.20, Synergy_Bliss=2.00, Synergy_Loewe=-3.83, Synergy_HSA=3.25. (3) Cell line: MDA-MB-435. Drug 2: C1C(C(OC1N2C=NC3=C2NC=NCC3O)CO)O. Synergy scores: CSS=7.85, Synergy_ZIP=-1.59, Synergy_Bliss=2.33, Synergy_Loewe=-3.07, Synergy_HSA=2.86. Drug 1: C1=CN(C(=O)N=C1N)C2C(C(C(O2)CO)O)O.Cl. (4) Drug 1: CC1=C2C(C(=O)C3(C(CC4C(C3C(C(C2(C)C)(CC1OC(=O)C(C(C5=CC=CC=C5)NC(=O)OC(C)(C)C)O)O)OC(=O)C6=CC=CC=C6)(CO4)OC(=O)C)OC)C)OC. Drug 2: C1CNP(=O)(OC1)N(CCCl)CCCl. Cell line: CCRF-CEM. Synergy scores: CSS=15.8, Synergy_ZIP=-1.53, Synergy_Bliss=-4.53, Synergy_Loewe=-61.4, Synergy_HSA=-6.17. (5) Drug 1: C1CCC(C1)C(CC#N)N2C=C(C=N2)C3=C4C=CNC4=NC=N3. Drug 2: C1=CC(=CC=C1CC(C(=O)O)N)N(CCCl)CCCl.Cl. Cell line: UACC-257. Synergy scores: CSS=-5.10, Synergy_ZIP=2.50, Synergy_Bliss=-1.79, Synergy_Loewe=-8.25, Synergy_HSA=-6.56. (6) Cell line: MDA-MB-231. Drug 2: CCCCC(=O)OCC(=O)C1(CC(C2=C(C1)C(=C3C(=C2O)C(=O)C4=C(C3=O)C=CC=C4OC)O)OC5CC(C(C(O5)C)O)NC(=O)C(F)(F)F)O. Drug 1: C1=NC2=C(N=C(N=C2N1C3C(C(C(O3)CO)O)F)Cl)N. Synergy scores: CSS=31.8, Synergy_ZIP=0.00399, Synergy_Bliss=-0.799, Synergy_Loewe=-0.575, Synergy_HSA=-0.715.